Dataset: Forward reaction prediction with 1.9M reactions from USPTO patents (1976-2016). Task: Predict the product of the given reaction. Given the reactants [F:1][C:2]1[CH:3]=[C:4]([N+:13]([O-])=O)[CH:5]=[C:6]2[C:10]=1[N:9]([CH3:11])[C:8](=[O:12])[CH2:7]2.[Cl-].[NH4+], predict the reaction product. The product is: [NH2:13][C:4]1[CH:5]=[C:6]2[C:10](=[C:2]([F:1])[CH:3]=1)[N:9]([CH3:11])[C:8](=[O:12])[CH2:7]2.